Dataset: Forward reaction prediction with 1.9M reactions from USPTO patents (1976-2016). Task: Predict the product of the given reaction. Given the reactants [N:1]1[CH:6]=[CH:5][C:4]([NH:7][C:8]2[C:16]3[C:11](=[CH:12][CH:13]=[CH:14][CH:15]=3)[NH:10][C:9]=2[C:17]([OH:19])=[O:18])=[CH:3][CH:2]=1.[C:20]([O:25][CH3:26])(=[O:24])[C@H:21]([CH3:23])O.CN1CCOCC1.F[P-](F)(F)(F)(F)F.N1(O[P+](N(C)C)(N(C)C)N(C)C)C2C=CC=CC=2N=N1, predict the reaction product. The product is: [CH3:26][O:25][C:20]([C@@H:21]([O:18][C:17]([C:9]1[NH:10][C:11]2[C:16]([C:8]=1[NH:7][C:4]1[CH:5]=[CH:6][N:1]=[CH:2][CH:3]=1)=[CH:15][CH:14]=[CH:13][CH:12]=2)=[O:19])[CH3:23])=[O:24].